From a dataset of Catalyst prediction with 721,799 reactions and 888 catalyst types from USPTO. Predict which catalyst facilitates the given reaction. (1) Reactant: [C:1]([O:5][C:6]([N:8]1[CH2:13][CH2:12][CH:11]([N:14]2[C:22]3[C:17](=[CH:18][CH:19]=[C:20]([F:23])[CH:21]=3)[C:16]([C:24]3[N:25]=[C:26]4[C:32]([C:33]([OH:35])=O)=[CH:31][N:30]([CH2:36][O:37][CH2:38][CH2:39][Si:40]([CH3:43])([CH3:42])[CH3:41])[C:27]4=[N:28][CH:29]=3)=[N:15]2)[CH2:10][CH2:9]1)=[O:7])([CH3:4])([CH3:3])[CH3:2].Cl.[C:45]([O:49][C:50](=[O:58])[NH:51][CH:52]1[CH2:56][CH2:55][CH:54]([NH2:57])[CH2:53]1)([CH3:48])([CH3:47])[CH3:46].C(N(CC)C(C)C)(C)C.CN(C(ON1N=NC2C=CC=NC1=2)=[N+](C)C)C.F[P-](F)(F)(F)(F)F. Product: [C:1]([O:5][C:6]([N:8]1[CH2:9][CH2:10][CH:11]([N:14]2[C:22]3[C:17](=[CH:18][CH:19]=[C:20]([F:23])[CH:21]=3)[C:16]([C:24]3[N:25]=[C:26]4[C:32]([C:33](=[O:35])[NH:57][CH:54]5[CH2:55][CH2:56][CH:52]([NH:51][C:50]([O:49][C:45]([CH3:48])([CH3:47])[CH3:46])=[O:58])[CH2:53]5)=[CH:31][N:30]([CH2:36][O:37][CH2:38][CH2:39][Si:40]([CH3:41])([CH3:42])[CH3:43])[C:27]4=[N:28][CH:29]=3)=[N:15]2)[CH2:12][CH2:13]1)=[O:7])([CH3:4])([CH3:3])[CH3:2]. The catalyst class is: 3. (2) The catalyst class is: 53. Reactant: [CH2:1]1[C@@H:5]2[CH:6]3[C:11](=[O:12])[O:10][C:8](=[O:9])[CH:7]3[C@H:2]1[CH:3]=[CH:4]2.C1(C)C=CC=CC=1.COC1C=CC2N=CC=C([C@@H](O)[C@H]3N4C[C@H](C=C)[C@@H](CC4)C3)C=2C=1.[CH3:44][OH:45]. Product: [CH3:44][O:45][C:11]([C@@H:6]1[C@H:5]2[CH2:1][C@H:2]([CH:3]=[CH:4]2)[C@@H:7]1[C:8]([OH:10])=[O:9])=[O:12]. (3) Reactant: [Br:1][C:2]1[C:7]([NH2:8])=[CH:6][N:5]=[CH:4][N:3]=1.CC(C)([O-])C.[Na+].I[CH2:16][CH2:17][CH2:18][CH3:19].O. Product: [Br:1][C:2]1[C:7]([NH:8][CH2:16][CH2:17][CH2:18][CH3:19])=[CH:6][N:5]=[CH:4][N:3]=1. The catalyst class is: 44. (4) Reactant: Br[C:2]1[CH:7]=[CH:6][C:5]([C:8]2[N:13]=[CH:12][C:11]([OH:14])=[CH:10][N:9]=2)=[CH:4][CH:3]=1.[Na+].[CH3:16][S:17]([O-:19])=[O:18]. Product: [CH3:16][S:17]([C:2]1[CH:7]=[CH:6][C:5]([C:8]2[N:13]=[CH:12][C:11]([OH:14])=[CH:10][N:9]=2)=[CH:4][CH:3]=1)(=[O:19])=[O:18]. The catalyst class is: 16. (5) Reactant: [C:1]([Si:5]([C:34]1[CH:39]=[CH:38][CH:37]=[CH:36][CH:35]=1)([C:28]1[CH:33]=[CH:32][CH:31]=[CH:30][CH:29]=1)[O:6][CH:7]([CH2:12][N:13](CC1C=CC=CC=1)CC1C=CC=CC=1)[C:8]([CH3:11])([OH:10])[CH3:9])([CH3:4])([CH3:3])[CH3:2]. Product: [NH2:13][CH2:12][CH:7]([O:6][Si:5]([C:1]([CH3:4])([CH3:3])[CH3:2])([C:34]1[CH:39]=[CH:38][CH:37]=[CH:36][CH:35]=1)[C:28]1[CH:29]=[CH:30][CH:31]=[CH:32][CH:33]=1)[C:8]([CH3:11])([OH:10])[CH3:9]. The catalyst class is: 320. (6) Reactant: S(=O)(=O)(O)O.[N+:6]([O-:9])([O-])=[O:7].[Na+].[OH:11][C:12]1[CH:13]=[C:14]2[C:19](=[CH:20][CH:21]=1)[CH:18]=[C:17]([C:22]([OH:24])=[O:23])[CH:16]=[CH:15]2. Product: [OH:11][C:12]1[C:13]([N+:6]([O-:9])=[O:7])=[C:14]2[C:19](=[CH:20][CH:21]=1)[CH:18]=[C:17]([C:22]([OH:24])=[O:23])[CH:16]=[CH:15]2. The catalyst class is: 6.